From a dataset of Catalyst prediction with 721,799 reactions and 888 catalyst types from USPTO. Predict which catalyst facilitates the given reaction. Reactant: [CH:1]([NH:4][CH:5]([CH3:7])[CH3:6])([CH3:3])[CH3:2].[Br:8][CH2:9][C:10](Br)=[O:11]. Product: [Br:8][CH2:9][C:10]([N:4]([CH:5]([CH3:7])[CH3:6])[CH:1]([CH3:3])[CH3:2])=[O:11]. The catalyst class is: 2.